Task: Predict the reactants needed to synthesize the given product.. Dataset: Full USPTO retrosynthesis dataset with 1.9M reactions from patents (1976-2016) (1) Given the product [C:25]([O:24][C:22]([N:19]1[CH2:18][CH2:17][C:16]2([CH2:11][N:12]([C:2]3[N:7]=[CH:6][C:5]([N+:8]([O-:10])=[O:9])=[CH:4][N:3]=3)[CH2:13][CH2:14][CH2:15]2)[CH2:21][CH2:20]1)=[O:23])([CH3:28])([CH3:26])[CH3:27], predict the reactants needed to synthesize it. The reactants are: Cl[C:2]1[N:7]=[CH:6][C:5]([N+:8]([O-:10])=[O:9])=[CH:4][N:3]=1.[CH2:11]1[C:16]2([CH2:21][CH2:20][N:19]([C:22]([O:24][C:25]([CH3:28])([CH3:27])[CH3:26])=[O:23])[CH2:18][CH2:17]2)[CH2:15][CH2:14][CH2:13][NH:12]1.CC(C1C=C(C(C)C)C(C2C=CC=CC=2P(C2CCCCC2)C2CCCCC2)=C(C(C)C)C=1)C.[O-]P([O-])([O-])=O.[K+].[K+].[K+]. (2) Given the product [C:21]([O:20][C:18]([N:14]1[CH2:13][CH2:12][C:9]2[NH:10][C:11]3[C:3]([Cl:2])=[CH:4][C:5]([F:17])=[C:6]([CH3:16])[C:7]=3[C:8]=2[CH2:15]1)=[O:19])([CH3:24])([CH3:23])[CH3:22], predict the reactants needed to synthesize it. The reactants are: Cl.[Cl:2][C:3]1[C:11]2[NH:10][C:9]3[CH2:12][CH2:13][NH:14][CH2:15][C:8]=3[C:7]=2[C:6]([CH3:16])=[C:5]([F:17])[CH:4]=1.[C:18](O[C:18]([O:20][C:21]([CH3:24])([CH3:23])[CH3:22])=[O:19])([O:20][C:21]([CH3:24])([CH3:23])[CH3:22])=[O:19].[OH-].[Na+]. (3) Given the product [F:12][C:13]1[CH:22]=[C:21]2[C:16]([CH:17]=[CH:18][CH:19]=[N:20]2)=[CH:15][C:14]=1[CH2:23][C:24]1[N:28]2[N:29]=[C:30](/[C:33](=[N:11]/[NH:10][C:8]([NH:7][C:1]3[CH:2]=[CH:3][CH:4]=[CH:5][CH:6]=3)=[O:9])/[CH3:34])[CH:31]=[CH:32][C:27]2=[N:26][CH:25]=1, predict the reactants needed to synthesize it. The reactants are: [C:1]1([NH:7][C:8]([NH:10][NH2:11])=[O:9])[CH:6]=[CH:5][CH:4]=[CH:3][CH:2]=1.[F:12][C:13]1[CH:22]=[C:21]2[C:16]([CH:17]=[CH:18][CH:19]=[N:20]2)=[CH:15][C:14]=1[CH2:23][C:24]1[N:28]2[N:29]=[C:30]([C:33](=O)[CH3:34])[CH:31]=[CH:32][C:27]2=[N:26][CH:25]=1. (4) Given the product [CH:19]([N:18]1[C:14]([C:12]2[N:13]=[C:6]3[C:5]4[CH:22]=[CH:23][C:2]([C:28]5[CH:29]=[CH:30][CH:31]=[CH:32][C:27]=5[C:25]([NH2:24])=[O:26])=[CH:3][C:4]=4[O:10][CH2:9][CH2:8][N:7]3[CH:11]=2)=[N:15][CH:16]=[N:17]1)([CH3:21])[CH3:20], predict the reactants needed to synthesize it. The reactants are: Br[C:2]1[CH:23]=[CH:22][C:5]2[C:6]3[N:7]([CH:11]=[C:12]([C:14]4[N:18]([CH:19]([CH3:21])[CH3:20])[N:17]=[CH:16][N:15]=4)[N:13]=3)[CH2:8][CH2:9][O:10][C:4]=2[CH:3]=1.[NH2:24][C:25]([C:27]1[CH:32]=[CH:31][CH:30]=[CH:29][C:28]=1B(O)O)=[O:26]. (5) Given the product [ClH:48].[NH2:1][CH:2]([C:27]1[C:36]2[C:31](=[CH:32][CH:33]=[C:34]([O:37][CH3:38])[CH:35]=2)[N:30]=[CH:29][C:28]=1[F:39])[CH2:3][CH2:4][CH:5]1[CH2:10][CH2:9][N:8]([CH2:11][CH2:12][S:13][C:14]2[CH:19]=[C:18]([F:20])[CH:17]=[CH:16][C:15]=2[F:21])[CH2:7][CH:6]1[CH2:22][C:23]([OH:25])=[O:24], predict the reactants needed to synthesize it. The reactants are: [NH2:1][CH:2]([C:27]1[C:36]2[C:31](=[CH:32][CH:33]=[C:34]([O:37][CH3:38])[CH:35]=2)[N:30]=[CH:29][C:28]=1[F:39])[CH2:3][CH2:4][CH:5]1[CH2:10][CH2:9][N:8]([CH2:11][CH2:12][S:13][C:14]2[CH:19]=[C:18]([F:20])[CH:17]=[CH:16][C:15]=2[F:21])[CH2:7][CH:6]1[CH2:22][C:23]([O:25]C)=[O:24].[OH-].[Na+].O1CCOCC1.[ClH:48]. (6) Given the product [F:1][C:2]1[CH:7]=[CH:6][CH:5]=[CH:4][C:3]=1[C:8]1[N:12]([S:21]([C:19]2[CH:18]=[N:17][N:16]([CH3:15])[CH:20]=2)(=[O:23])=[O:22])[CH:11]=[C:10]([CH:13]=[O:14])[CH:9]=1, predict the reactants needed to synthesize it. The reactants are: [F:1][C:2]1[CH:7]=[CH:6][CH:5]=[CH:4][C:3]=1[C:8]1[NH:12][CH:11]=[C:10]([CH:13]=[O:14])[CH:9]=1.[CH3:15][N:16]1[CH:20]=[C:19]([S:21](Cl)(=[O:23])=[O:22])[CH:18]=[N:17]1.